Dataset: Full USPTO retrosynthesis dataset with 1.9M reactions from patents (1976-2016). Task: Predict the reactants needed to synthesize the given product. (1) Given the product [NH2:11][C:4]1[N:3]=[C:2]([CH3:1])[N:7]=[C:6]2[N:8]([C:13]3[CH:14]=[C:15]([CH:20]=[CH:21][CH:22]=3)[C:16]([O:18][CH3:19])=[O:17])[N:9]=[CH:10][C:5]=12, predict the reactants needed to synthesize it. The reactants are: [CH3:1][C:2]1[N:7]=[C:6]2[NH:8][N:9]=[CH:10][C:5]2=[C:4]([NH2:11])[N:3]=1.I[C:13]1[CH:14]=[C:15]([CH:20]=[CH:21][CH:22]=1)[C:16]([O:18][CH3:19])=[O:17]. (2) Given the product [C:1]([O:5][C:6]([N:8]1[CH2:9][CH2:10][N:11]([C:14]2[C:19]([CH:20]=[N:25][O:24][CH3:23])=[C:18]([NH2:22])[N:17]=[CH:16][N:15]=2)[CH2:12][CH2:13]1)=[O:7])([CH3:3])([CH3:4])[CH3:2], predict the reactants needed to synthesize it. The reactants are: [C:1]([O:5][C:6]([N:8]1[CH2:13][CH2:12][N:11]([C:14]2[C:19]([CH:20]=O)=[C:18]([NH2:22])[N:17]=[CH:16][N:15]=2)[CH2:10][CH2:9]1)=[O:7])([CH3:4])([CH3:3])[CH3:2].[CH3:23][O:24][NH2:25].Cl.